From a dataset of Full USPTO retrosynthesis dataset with 1.9M reactions from patents (1976-2016). Predict the reactants needed to synthesize the given product. (1) The reactants are: [OH:1][C:2]1[CH:30]=[CH:29][C:5]([C:6]([O:8][C@H:9]2[CH2:18][C:17]3[C:12](=[CH:13][C:14]([OH:20])=[CH:15][C:16]=3[OH:19])[O:11][C@@H:10]2[C:21]2[CH:26]=[CH:25][C:24]([OH:27])=[C:23]([OH:28])[CH:22]=2)=[O:7])=[CH:4][CH:3]=1.C(Cl)(Cl)Cl. Given the product [C:6]([OH:8])(=[O:7])[CH3:5].[C:6]([OH:8])(=[O:7])[CH3:5].[C:6]([OH:8])(=[O:7])[CH3:5].[C:6]([OH:8])(=[O:7])[CH3:5].[C:6]([OH:8])(=[O:7])[CH3:5].[OH:1][C:2]1[CH:3]=[CH:4][C:5]([C:6]([O:8][C@H:9]2[CH2:18][C:17]3[C:12](=[CH:13][C:14]([OH:20])=[CH:15][C:16]=3[OH:19])[O:11][C@@H:10]2[C:21]2[CH:26]=[CH:25][C:24]([OH:27])=[C:23]([OH:28])[CH:22]=2)=[O:7])=[CH:29][CH:30]=1, predict the reactants needed to synthesize it. (2) Given the product [C:22]([NH:21][CH2:20][CH2:19][CH2:18][CH2:17][CH2:16][N:11]1[CH:12]=[CH:13][C:14](=[O:15])[NH:9][C:10]1=[O:41])([C:23]1[CH:28]=[CH:27][CH:26]=[CH:25][CH:24]=1)([C:29]1[CH:30]=[CH:31][CH:32]=[CH:33][CH:34]=1)[C:35]1[CH:36]=[CH:37][CH:38]=[CH:39][CH:40]=1, predict the reactants needed to synthesize it. The reactants are: C([N:9]1[C:14](=[O:15])[CH:13]=[CH:12][N:11]([CH2:16][CH2:17][CH2:18][CH2:19][CH2:20][NH:21][C:22]([C:35]2[CH:40]=[CH:39][CH:38]=[CH:37][CH:36]=2)([C:29]2[CH:34]=[CH:33][CH:32]=[CH:31][CH:30]=2)[C:23]2[CH:28]=[CH:27][CH:26]=[CH:25][CH:24]=2)[C:10]1=[O:41])(=O)C1C=CC=CC=1.CO[Na]. (3) Given the product [C:74]([O:73][C:71]([NH:70]/[C:61](=[N:60]\[C:58]([O:57][C:53]([CH3:56])([CH3:55])[CH3:54])=[O:59])/[NH:1][CH2:2][C:3]([O:5][C@H:6]([CH2:35][N:36]([S:41]([C:44]1[CH:52]=[CH:51][C:47]2[O:48][CH2:49][O:50][C:46]=2[CH:45]=1)(=[O:43])=[O:42])[CH2:37][CH:38]([CH3:39])[CH3:40])[C@@H:7]([NH:23][C:24]([O:26][C@@H:27]1[C@H:34]2[C@H:30]([O:31][CH2:32][CH2:33]2)[O:29][CH2:28]1)=[O:25])[CH2:8][C:9]1[CH:10]=[CH:11][C:12]([O:15][CH2:16][C:17]2[N:18]=[C:19]([CH3:22])[S:20][CH:21]=2)=[CH:13][CH:14]=1)=[O:4])=[O:72])([CH3:77])([CH3:76])[CH3:75], predict the reactants needed to synthesize it. The reactants are: [NH2:1][CH2:2][C:3]([O:5][C@H:6]([CH2:35][N:36]([S:41]([C:44]1[CH:52]=[CH:51][C:47]2[O:48][CH2:49][O:50][C:46]=2[CH:45]=1)(=[O:43])=[O:42])[CH2:37][CH:38]([CH3:40])[CH3:39])[C@@H:7]([NH:23][C:24]([O:26][C@@H:27]1[C@H:34]2[C@H:30]([O:31][CH2:32][CH2:33]2)[O:29][CH2:28]1)=[O:25])[CH2:8][C:9]1[CH:14]=[CH:13][C:12]([O:15][CH2:16][C:17]2[N:18]=[C:19]([CH3:22])[S:20][CH:21]=2)=[CH:11][CH:10]=1)=[O:4].[C:53]([O:57][C:58]([NH:60][C:61]([NH:70][C:71]([O:73][C:74]([CH3:77])([CH3:76])[CH3:75])=[O:72])=NS(C(F)(F)F)(=O)=O)=[O:59])([CH3:56])([CH3:55])[CH3:54].C(N(CC)CC)C.